Dataset: Peptide-MHC class I binding affinity with 185,985 pairs from IEDB/IMGT. Task: Regression. Given a peptide amino acid sequence and an MHC pseudo amino acid sequence, predict their binding affinity value. This is MHC class I binding data. The peptide sequence is FVEELLHRGY. The MHC is HLA-A11:01 with pseudo-sequence HLA-A11:01. The binding affinity (normalized) is 0.0237.